This data is from Forward reaction prediction with 1.9M reactions from USPTO patents (1976-2016). The task is: Predict the product of the given reaction. (1) Given the reactants [Br:1][C:2]1[C:3](C)=[C:4]2[C:8](=[CH:9][CH:10]=1)[NH:7][C:6]([CH3:11])=[C:5]2[CH3:12].[CH2:14]([I:16])[CH3:15].[C:17](#N)C, predict the reaction product. The product is: [I-:16].[Br:1][C:2]1[CH:3]=[C:4]2[C:8](=[CH:9][CH:10]=1)[N+:7]([CH2:14][CH3:15])=[C:6]([CH3:11])[C:5]2([CH3:12])[CH3:17]. (2) Given the reactants [CH2:1]([O:3][C:4](=[O:19])[CH:5]([O:16][CH2:17][CH3:18])[CH2:6][C:7]1[CH:15]=[CH:14][CH:13]=[C:12]2[C:8]=1[CH:9]=[CH:10][NH:11]2)[CH3:2].Cl[CH2:21][C:22]1[N:23]=[C:24]([C:28]2[CH:33]=[CH:32][C:31]([CH:34]([CH3:36])[CH3:35])=[CH:30][CH:29]=2)[O:25][C:26]=1[CH3:27].[H-].[Na+], predict the reaction product. The product is: [CH2:1]([O:3][C:4](=[O:19])[CH:5]([O:16][CH2:17][CH3:18])[CH2:6][C:7]1[CH:15]=[CH:14][CH:13]=[C:12]2[C:8]=1[CH:9]=[CH:10][N:11]2[CH2:21][C:22]1[N:23]=[C:24]([C:28]2[CH:29]=[CH:30][C:31]([CH:34]([CH3:36])[CH3:35])=[CH:32][CH:33]=2)[O:25][C:26]=1[CH3:27])[CH3:2]. (3) Given the reactants [Cl:1][C:2]1[CH:26]=[C:25]([C:27]#[N:28])[CH:24]=[CH:23][C:3]=1[O:4][C:5]1[CH:6]=[C:7]([CH:11]=[C:12]([O:14][C:15]2[CH:20]=[CH:19][C:18]([C:21]#[N:22])=[CH:17][CH:16]=2)[CH:13]=1)[C:8](O)=[O:9].[C:29]([O:33][C:34](=[O:43])[NH:35][CH:36]1[CH2:41][CH2:40][CH:39]([NH2:42])[CH2:38][CH2:37]1)([CH3:32])([CH3:31])[CH3:30], predict the reaction product. The product is: [C:29]([O:33][C:34](=[O:43])[NH:35][CH:36]1[CH2:37][CH2:38][CH:39]([NH:42][C:8](=[O:9])[C:7]2[CH:11]=[C:12]([O:14][C:15]3[CH:16]=[CH:17][C:18]([C:21]#[N:22])=[CH:19][CH:20]=3)[CH:13]=[C:5]([O:4][C:3]3[CH:23]=[CH:24][C:25]([C:27]#[N:28])=[CH:26][C:2]=3[Cl:1])[CH:6]=2)[CH2:40][CH2:41]1)([CH3:32])([CH3:30])[CH3:31]. (4) Given the reactants C(Cl)(=O)C(Cl)=O.CS(C)=O.[Br:11][C:12]1[CH:17]=[CH:16][N:15]=[C:14]([CH2:18][OH:19])[C:13]=1[CH3:20].C(N(CC)CC)C, predict the reaction product. The product is: [Br:11][C:12]1[CH:17]=[CH:16][N:15]=[C:14]([CH:18]=[O:19])[C:13]=1[CH3:20]. (5) Given the reactants Cl.[N:2]1[C:11]2[C:6](=[CH:7][C:8]([CH2:12][C:13]([NH2:15])=[NH:14])=[CH:9][CH:10]=2)[CH:5]=[CH:4][CH:3]=1.O.[NH2:17]N.[C:19]([NH:22][CH:23]([CH3:31])[C:24](=O)[C:25](OCC)=[O:26])(=[O:21])[CH3:20], predict the reaction product. The product is: [O:26]=[C:25]1[C:24]([CH:23]([NH:22][C:19](=[O:21])[CH3:20])[CH3:31])=[N:17][N:15]=[C:13]([CH2:12][C:8]2[CH:7]=[C:6]3[C:11](=[CH:10][CH:9]=2)[N:2]=[CH:3][CH:4]=[CH:5]3)[NH:14]1. (6) Given the reactants [C:1]([O:5][C:6]([C:8]1[CH:13]=[CH:12][C:11]([NH:14][C:15]([C:17]2[N:22]=[CH:21][C:20]([C:23]3[CH2:28][CH2:27][N:26]([C:29]([O:31][C:32]([CH3:35])([CH3:34])[CH3:33])=[O:30])[CH2:25][CH:24]=3)=[CH:19][C:18]=2[C:36]2[CH:41]=[CH:40][CH:39]=[CH:38][CH:37]=2)=[O:16])=[CH:10][CH:9]=1)=[O:7])([CH3:4])([CH3:3])[CH3:2].[ClH:42], predict the reaction product. The product is: [ClH:42].[C:1]([O:5][C:6]([C:8]1[CH:13]=[CH:12][C:11]([NH:14][C:15]([CH:17]2[NH:22][CH2:21][CH:20]([CH:23]3[CH2:28][CH2:27][N:26]([C:29]([O:31][C:32]([CH3:34])([CH3:35])[CH3:33])=[O:30])[CH2:25][CH2:24]3)[CH2:19][CH:18]2[C:36]2[CH:37]=[CH:38][CH:39]=[CH:40][CH:41]=2)=[O:16])=[CH:10][CH:9]=1)=[O:7])([CH3:2])([CH3:3])[CH3:4]. (7) Given the reactants [C:1]1([CH2:7][N:8]2[CH2:17][CH2:16][C:15]3[C:14](O)=[N:13][C:12]([C:19]([F:22])([F:21])[F:20])=[N:11][C:10]=3[CH2:9]2)[CH:6]=[CH:5][CH:4]=[CH:3][CH:2]=1.C1(P(Cl)([Cl:31])=O)C=CC=CC=1.C(=O)(O)[O-].[Na+].C, predict the reaction product. The product is: [Cl:31][C:14]1[C:15]2[CH2:16][CH2:17][N:8]([CH2:7][C:1]3[CH:6]=[CH:5][CH:4]=[CH:3][CH:2]=3)[CH2:9][C:10]=2[N:11]=[C:12]([C:19]([F:22])([F:21])[F:20])[N:13]=1. (8) Given the reactants [C:1]1([C:42]2[CH:47]=[CH:46][CH:45]=[CH:44][CH:43]=2)[CH:6]=[CH:5][C:4]([C:7]2[C:39]([F:40])=[CH:38][C:10]3[N:11](CC4C=CC(C5C=CC=CC=5)=CC=4)[C:12]([O:14][CH:15]4[CH2:19][CH2:18][CH:17]([C:20]([O:22][CH2:23][CH3:24])=[O:21])[CH2:16]4)=[N:13][C:9]=3[C:8]=2[F:41])=[CH:3][CH:2]=1.C1CC=CCC=1, predict the reaction product. The product is: [C:1]1([C:42]2[CH:43]=[CH:44][CH:45]=[CH:46][CH:47]=2)[CH:2]=[CH:3][C:4]([C:7]2[C:39]([F:40])=[CH:38][C:10]3[NH:11][C:12]([O:14][CH:15]4[CH2:19][CH2:18][CH:17]([C:20]([O:22][CH2:23][CH3:24])=[O:21])[CH2:16]4)=[N:13][C:9]=3[C:8]=2[F:41])=[CH:5][CH:6]=1. (9) Given the reactants [O:1]1[CH2:6][CH2:5][CH:4]([OH:7])[CH2:3][CH2:2]1.Cl[C:9]1[C:28]([C:29]2[CH:30]=[N:31][CH:32]=[N:33][CH:34]=2)=[CH:27][C:12]([C:13]([NH:15][C:16]2[CH:21]=[CH:20][C:19]([O:22][C:23]([Cl:26])([F:25])[F:24])=[CH:18][CH:17]=2)=[O:14])=[CH:11][N:10]=1.C([O-])([O-])=O.[K+].[K+], predict the reaction product. The product is: [Cl:26][C:23]([F:24])([F:25])[O:22][C:19]1[CH:18]=[CH:17][C:16]([NH:15][C:13](=[O:14])[C:12]2[CH:27]=[C:28]([C:29]3[CH:34]=[N:33][CH:32]=[N:31][CH:30]=3)[C:9]([O:7][CH:4]3[CH2:5][CH2:6][O:1][CH2:2][CH2:3]3)=[N:10][CH:11]=2)=[CH:21][CH:20]=1. (10) Given the reactants C([O-])=O.[NH4+].[F:5][C:6]1[CH:7]=[CH:8][C:9]([N+:19]([O-])=O)=[C:10]([CH:18]=1)[O:11][CH:12]1[CH2:17][CH2:16][O:15][CH2:14][CH2:13]1, predict the reaction product. The product is: [F:5][C:6]1[CH:7]=[CH:8][C:9]([NH2:19])=[C:10]([O:11][CH:12]2[CH2:17][CH2:16][O:15][CH2:14][CH2:13]2)[CH:18]=1.